From a dataset of Reaction yield outcomes from USPTO patents with 853,638 reactions. Predict the reaction yield, written as a fraction of the theoretical maximum amount of product (1.0 means a 100% yield; for example, 0.34 means a 34% yield). (1) The reactants are [C:1]([C:5]1[CH:6]=[C:7](B(O)O)[CH:8]=[CH:9][C:10]=1[O:11][CH3:12])([CH3:4])([CH3:3])[CH3:2].Br[C:17]1[CH:18]=[C:19]2[C:24](=[CH:25][CH:26]=1)[CH:23]=[C:22]([CH:27]=[O:28])[CH:21]=[CH:20]2.C(=O)([O-])[O-].[Na+].[Na+]. The catalyst is C1(C)C=CC=CC=1.C(O)C.O.C(OCC)(=O)C.[Pd].C1(P(C2C=CC=CC=2)C2C=CC=CC=2)C=CC=CC=1.C1(P(C2C=CC=CC=2)C2C=CC=CC=2)C=CC=CC=1.C1(P(C2C=CC=CC=2)C2C=CC=CC=2)C=CC=CC=1.C1(P(C2C=CC=CC=2)C2C=CC=CC=2)C=CC=CC=1. The yield is 0.760. The product is [C:1]([C:5]1[CH:6]=[C:7]([C:17]2[CH:18]=[C:19]3[C:24](=[CH:25][CH:26]=2)[CH:23]=[C:22]([CH:27]=[O:28])[CH:21]=[CH:20]3)[CH:8]=[CH:9][C:10]=1[O:11][CH3:12])([CH3:4])([CH3:3])[CH3:2]. (2) The product is [CH2:29]([O:28][C:20]1[CH:21]=[C:22]([CH:26]=[CH:27][C:19]=1[NH:18][C:2]1[N:12]=[C:11]2[C:5]([N:6]([CH3:17])[C:7](=[O:16])[CH2:8][CH2:9][N:10]2[CH:13]([CH3:15])[CH3:14])=[CH:4][N:3]=1)[C:23]([OH:25])=[O:24])[CH3:30]. The reactants are Cl[C:2]1[N:12]=[C:11]2[C:5]([N:6]([CH3:17])[C:7](=[O:16])[CH2:8][CH2:9][N:10]2[CH:13]([CH3:15])[CH3:14])=[CH:4][N:3]=1.[NH2:18][C:19]1[CH:27]=[CH:26][C:22]([C:23]([OH:25])=[O:24])=[CH:21][C:20]=1[O:28][CH2:29][CH3:30].O.C1(C)C=CC(S(O)(=O)=O)=CC=1. The yield is 0.140. The catalyst is CC(C)CC(O)C. (3) The reactants are [F:1][C:2]1[CH:15]=[CH:14][CH:13]=[C:12]([F:16])[C:3]=1[O:4][C:5]1[CH:11]=[CH:10][C:8](N)=[CH:7][CH:6]=1.Cl.N([O-])=O.[Na+].[Na+].[I-:23]. The catalyst is O. The product is [F:1][C:2]1[CH:15]=[CH:14][CH:13]=[C:12]([F:16])[C:3]=1[O:4][C:5]1[CH:11]=[CH:10][C:8]([I:23])=[CH:7][CH:6]=1. The yield is 0.770. (4) The reactants are [N:1]([C:4]1[CH:5]=[CH:6][CH:7]=[C:8]2[C:13]=1[CH2:12][CH:11]([NH:14][S:15]([CH3:18])(=[O:17])=[O:16])[CH2:10][CH2:9]2)=[C:2]=S.C(OC1CC2C(CC=1)=CC=CC=2N=C=S)C.[N:35]([CH2:38][C:39]([C:41]1[CH:46]=[CH:45][C:44]([CH3:47])=[CH:43][CH:42]=1)=[O:40])=[N+]=[N-].N(CC(C1C=CC(C(F)(F)F)=CC=1)=O)=[N+]=[N-]. No catalyst specified. The product is [CH3:47][C:44]1[CH:43]=[CH:42][C:41]([C:39]2[O:40][C:2]([NH:1][C:4]3[CH:5]=[CH:6][CH:7]=[C:8]4[C:13]=3[CH2:12][CH:11]([NH:14][S:15]([CH3:18])(=[O:17])=[O:16])[CH2:10][CH2:9]4)=[N:35][CH:38]=2)=[CH:46][CH:45]=1. The yield is 0.640. (5) The reactants are [Si]([O:8][CH2:9][C@@H:10]1[CH2:14][C:13](/[CH:15]=[CH:16]/[CH3:17])=[CH:12][N:11]1[C:18]([C:20]1[CH:25]=[C:24]([O:26][CH3:27])[C:23]([O:28][Si:29]([CH:36]([CH3:38])[CH3:37])([CH:33]([CH3:35])[CH3:34])[CH:30]([CH3:32])[CH3:31])=[CH:22][C:21]=1[NH:39][C:40]([O:42][CH2:43][C:44]1[CH:49]=[CH:48][C:47]([NH:50][C:51](=[O:68])[C@@H:52]([NH:54][C:55](=[O:67])[C@@H:56]([NH:60][C:61](=[O:66])[O:62][CH2:63][CH:64]=[CH2:65])[CH:57]([CH3:59])[CH3:58])[CH3:53])=[CH:46][CH:45]=1)=[O:41])=[O:19])(C(C)(C)C)(C)C. The catalyst is C(O)(=O)C.CO.O1CCCC1.O.CCOC(C)=O. The product is [OH:8][CH2:9][C@@H:10]1[CH2:14][C:13](/[CH:15]=[CH:16]/[CH3:17])=[CH:12][N:11]1[C:18]([C:20]1[CH:25]=[C:24]([O:26][CH3:27])[C:23]([O:28][Si:29]([CH:36]([CH3:37])[CH3:38])([CH:33]([CH3:34])[CH3:35])[CH:30]([CH3:32])[CH3:31])=[CH:22][C:21]=1[NH:39][C:40]([O:42][CH2:43][C:44]1[CH:49]=[CH:48][C:47]([NH:50][C:51](=[O:68])[C@@H:52]([NH:54][C:55](=[O:67])[C@@H:56]([NH:60][C:61](=[O:66])[O:62][CH2:63][CH:64]=[CH2:65])[CH:57]([CH3:58])[CH3:59])[CH3:53])=[CH:46][CH:45]=1)=[O:41])=[O:19]. The yield is 0.920. (6) The reactants are [C:1]1([CH:7]([C:26]2[CH:31]=[CH:30][CH:29]=[CH:28][CH:27]=2)[N:8]2[CH2:11][CH:10]([N:12]3[CH2:17][CH2:16][N:15]([C:18](OC(C)(C)C)=O)[CH2:14][C@@H:13]3[CH3:25])[CH2:9]2)[CH:6]=[CH:5][CH:4]=[CH:3][CH:2]=1.C1COCC1.[H-].[Al+3].[Li+].[H-].[H-].[H-].[OH-].[Na+]. The catalyst is O. The product is [C:26]1([CH:7]([C:1]2[CH:6]=[CH:5][CH:4]=[CH:3][CH:2]=2)[N:8]2[CH2:11][CH:10]([N:12]3[CH2:17][CH2:16][N:15]([CH3:18])[CH2:14][C@@H:13]3[CH3:25])[CH2:9]2)[CH:27]=[CH:28][CH:29]=[CH:30][CH:31]=1. The yield is 0.820. (7) The reactants are [S:1]1[C:5]([CH:6]=O)=[CH:4][N:3]=[CH:2]1.[NH:8]1[CH:12]=[CH:11][CH:10]=[CH:9]1. The catalyst is C(O)(=O)CC. The product is [S:1]1[C:5]([C:6]2[C:12]3[NH:8][C:9]([C:6]([C:5]4[S:1][CH:2]=[N:3][CH:4]=4)=[C:9]4[N:8]=[C:12]([C:6]([C:5]5[S:1][CH:2]=[N:3][CH:4]=5)=[C:9]5[NH:8][C:12](=[C:6]([C:5]6[S:1][CH:2]=[N:3][CH:4]=6)[C:9]6[CH:10]=[CH:11][C:12]=2[N:8]=6)[CH:11]=[CH:10]5)[CH:11]=[CH:10]4)=[CH:10][CH:11]=3)=[CH:4][N:3]=[CH:2]1. The yield is 0.140. (8) The reactants are [C:1]([CH2:3][C:4]1[CH:13]=[CH:12][C:7]([C:8]([O:10][CH3:11])=[O:9])=[CH:6][C:5]=1[F:14])#N.[C:15]1([CH:22]=[CH:21][CH:20]=[C:18]([OH:19])[CH:17]=1)[OH:16].Cl.C([O-])([O-])=[O:25].[Na+].[Na+]. The catalyst is B(F)(F)F.CCOCC.O. The product is [OH:16][C:15]1[CH:17]=[C:18]([OH:19])[CH:20]=[CH:21][C:22]=1[C:1](=[O:25])[CH2:3][C:4]1[CH:13]=[CH:12][C:7]([C:8]([O:10][CH3:11])=[O:9])=[CH:6][C:5]=1[F:14]. The yield is 0.480. (9) The reactants are Cl.[NH2:2][CH2:3][C:4]1[CH:5]=[C:6]2[C:10](=[CH:11][CH:12]=1)[C:9](=[O:13])[N:8]([CH:14]1[CH2:19][CH2:18][C:17](=[O:20])[NH:16][C:15]1=[O:21])[CH2:7]2.[N+:22]([C:25]1[CH:26]=[C:27]([N:31]=[C:32]=[O:33])[CH:28]=[CH:29][CH:30]=1)([O-:24])=[O:23]. The catalyst is C(#N)C. The product is [O:21]=[C:15]1[CH:14]([N:8]2[CH2:7][C:6]3[C:10](=[CH:11][CH:12]=[C:4]([CH2:3][NH:2][C:32]([NH:31][C:27]4[CH:28]=[CH:29][CH:30]=[C:25]([N+:22]([O-:24])=[O:23])[CH:26]=4)=[O:33])[CH:5]=3)[C:9]2=[O:13])[CH2:19][CH2:18][C:17](=[O:20])[NH:16]1. The yield is 0.390.